Predict the reactants needed to synthesize the given product. From a dataset of Full USPTO retrosynthesis dataset with 1.9M reactions from patents (1976-2016). (1) Given the product [Cl:16][C:3]1[C:2]([C:17]2[CH:22]=[CH:21][CH:20]=[CH:19][CH:18]=2)=[CH:7][N:6]=[C:5]([CH3:8])[C:4]=1[C:9]1[CH:14]=[CH:13][C:12]([F:15])=[CH:11][CH:10]=1, predict the reactants needed to synthesize it. The reactants are: Br[C:2]1[C:3]([Cl:16])=[C:4]([C:9]2[CH:14]=[CH:13][C:12]([F:15])=[CH:11][CH:10]=2)[C:5]([CH3:8])=[N:6][CH:7]=1.[C:17]1(B(O)O)[CH:22]=[CH:21][CH:20]=[CH:19][CH:18]=1.C(=O)(O)[O-].[Na+].C1(P(C2C=CC=CC=2)C2C=CC=CC=2)C=CC=CC=1. (2) Given the product [CH3:33][N:34]([CH3:40])[C@@H:35]1[CH2:39][CH2:38][N:37]([C:15](=[O:16])[CH2:14][NH:13][C:11]([C:9]2[CH:8]=[CH:7][C:6]3[N:2]([CH3:1])[C:3]([NH:18][C:19]4[S:20][C:21]5[CH:27]=[C:26]([O:28][C:29]([F:32])([F:30])[F:31])[CH:25]=[CH:24][C:22]=5[N:23]=4)=[N:4][C:5]=3[CH:10]=2)=[O:12])[CH2:36]1, predict the reactants needed to synthesize it. The reactants are: [CH3:1][N:2]1[C:6]2[CH:7]=[CH:8][C:9]([C:11]([NH:13][CH2:14][C:15](O)=[O:16])=[O:12])=[CH:10][C:5]=2[N:4]=[C:3]1[NH:18][C:19]1[S:20][C:21]2[CH:27]=[C:26]([O:28][C:29]([F:32])([F:31])[F:30])[CH:25]=[CH:24][C:22]=2[N:23]=1.[CH3:33][N:34]([CH3:40])[C@@H:35]1[CH2:39][CH2:38][NH:37][CH2:36]1.CN(C(ON1N=NC2C=CC=CC1=2)=[N+](C)C)C.F[P-](F)(F)(F)(F)F.CCN(C(C)C)C(C)C.